This data is from Forward reaction prediction with 1.9M reactions from USPTO patents (1976-2016). The task is: Predict the product of the given reaction. (1) Given the reactants [H-].[Na+].[C:3]([C:5]1[CH:23]=[C:22]([CH2:24][OH:25])[CH:21]=[CH:20][C:6]=1[O:7][C:8]1[CH:15]=[CH:14][C:11]([C:12]#[N:13])=[C:10]([C:16]([F:19])([F:18])[F:17])[CH:9]=1)#[N:4].Cl[C:27]1[CH:28]=[C:29]2[N:36]([CH3:37])[CH2:35][CH2:34][N:30]2[C:31](=[O:33])[N:32]=1, predict the reaction product. The product is: [C:3]([C:5]1[CH:23]=[C:22]([CH2:24][O:25][C:27]2[CH:28]=[C:29]3[N:36]([CH3:37])[CH2:35][CH2:34][N:30]3[C:31](=[O:33])[N:32]=2)[CH:21]=[CH:20][C:6]=1[O:7][C:8]1[CH:15]=[CH:14][C:11]([C:12]#[N:13])=[C:10]([C:16]([F:18])([F:17])[F:19])[CH:9]=1)#[N:4]. (2) Given the reactants OS(O)(=O)=O.[Cl:6][C:7]1[CH:29]=[CH:28][C:10]2[NH:11][C:12]([S:14][C:15]3[C:20]4[NH:21][C:22](=[O:24])[NH:23][C:19]=4[CH:18]=[C:17]([C:25]([OH:27])=[O:26])[CH:16]=3)=[N:13][C:9]=2[CH:8]=1.[CH2:30](O)[CH3:31], predict the reaction product. The product is: [Cl:6][C:7]1[CH:29]=[CH:28][C:10]2[NH:11][C:12]([S:14][C:15]3[C:20]4[NH:21][C:22](=[O:24])[NH:23][C:19]=4[CH:18]=[C:17]([C:25]([O:27][CH2:30][CH3:31])=[O:26])[CH:16]=3)=[N:13][C:9]=2[CH:8]=1. (3) Given the reactants [Cl:1][C:2]1[C:3]([O:9][CH:10]([C:15]([F:18])([F:17])[F:16])[C:11]([F:14])([F:13])[F:12])=[N:4][CH:5]=[C:6](I)[CH:7]=1.[B:19]1([B:19]2[O:23][C:22]([CH3:25])([CH3:24])[C:21]([CH3:27])([CH3:26])[O:20]2)[O:23][C:22]([CH3:25])([CH3:24])[C:21]([CH3:27])([CH3:26])[O:20]1.C([O-])(=O)C.[K+], predict the reaction product. The product is: [Cl:1][C:2]1[C:3]([O:9][CH:10]([C:15]([F:18])([F:17])[F:16])[C:11]([F:14])([F:13])[F:12])=[N:4][CH:5]=[C:6]([B:19]2[O:23][C:22]([CH3:25])([CH3:24])[C:21]([CH3:27])([CH3:26])[O:20]2)[CH:7]=1. (4) Given the reactants Cl[C:2]1[CH:7]=[C:6]([Cl:8])[C:5]([CH:9]([F:11])[F:10])=[CH:4][N:3]=1.[Zn](C)[CH3:13], predict the reaction product. The product is: [Cl:8][C:6]1[C:5]([CH:9]([F:11])[F:10])=[CH:4][N:3]=[C:2]([CH3:13])[CH:7]=1. (5) Given the reactants [Br:1][C:2]1[CH:7]=[CH:6][CH:5]=[CH:4][C:3]=1C1C=C(Cl)C=CC=1OCC1C=CC=CC=1.[F:23][C:24]1[CH:29]=[CH:28][C:27]([CH2:30][O:31][C:32]2[CH:37]=[CH:36][C:35]([C:38]([F:41])([F:40])[F:39])=[CH:34][C:33]=2I)=[CH:26][CH:25]=1, predict the reaction product. The product is: [Br:1][C:2]1[CH:7]=[CH:6][CH:5]=[CH:4][C:3]=1[C:33]1[CH:34]=[C:35]([C:38]([F:41])([F:40])[F:39])[CH:36]=[CH:37][C:32]=1[O:31][CH2:30][C:27]1[CH:28]=[CH:29][C:24]([F:23])=[CH:25][CH:26]=1. (6) Given the reactants Br[C:2]1[CH:11]=[CH:10][CH:9]=[C:8]2[C:3]=1[N:4]=[C:5]([C:13]1[CH:18]=[CH:17][CH:16]=[CH:15][CH:14]=1)[C:6]([CH3:12])=[N:7]2.CC1(C)C(C)(C)OB([C:27]2[NH:35][C:34]3[CH2:33][CH2:32][NH:31][C:30](=[O:36])[C:29]=3[CH:28]=2)O1.[O-]P([O-])([O-])=O.[K+].[K+].[K+].CC(C1C=C(C(C)C)C(C2C=CC=CC=2P(C2CCCCC2)C2CCCCC2)=C(C(C)C)C=1)C, predict the reaction product. The product is: [CH3:12][C:6]1[C:5]([C:13]2[CH:18]=[CH:17][CH:16]=[CH:15][CH:14]=2)=[N:4][C:3]2[C:8](=[CH:9][CH:10]=[CH:11][C:2]=2[C:27]2[NH:35][C:34]3[CH2:33][CH2:32][NH:31][C:30](=[O:36])[C:29]=3[CH:28]=2)[N:7]=1.